This data is from Reaction yield outcomes from USPTO patents with 853,638 reactions. The task is: Predict the reaction yield, written as a fraction of the theoretical maximum amount of product (1.0 means a 100% yield; for example, 0.34 means a 34% yield). (1) The reactants are [N+:1]([C:4]1[CH:12]=[CH:11][CH:10]=[C:9]2[C:5]=1[CH:6]=[N:7][NH:8]2)([O-])=O.[H][H]. The catalyst is [Pd].C(O)C. The product is [NH:8]1[C:9]2[C:5](=[C:4]([NH2:1])[CH:12]=[CH:11][CH:10]=2)[CH:6]=[N:7]1. The yield is 1.00. (2) The reactants are [CH2:1]1[C:9]2[C:4](=[C:5]([NH:10][C:11](=[O:13])[CH3:12])[CH:6]=[CH:7][CH:8]=2)[CH2:3][CH2:2]1.[O-:14]S([O-])(=O)=O.[Mg+2].[O-][Mn](=O)(=O)=O.[K+]. The catalyst is CC(C)=O. The product is [O:14]=[C:3]1[C:4]2[C:9](=[CH:8][CH:7]=[CH:6][C:5]=2[NH:10][C:11](=[O:13])[CH3:12])[CH2:1][CH2:2]1. The yield is 0.870. (3) The product is [CH3:1][C@H:2]1[CH2:6][CH2:5][CH2:4][N:3]1[CH:7]1[CH2:11][CH2:10][C@H:9]([C:12]2[CH:17]=[CH:16][C:15]([NH:18][C:28]([CH:25]3[CH2:24][CH2:23][N:22]([C:19](=[O:21])[CH3:20])[CH2:27][CH2:26]3)=[O:29])=[CH:14][CH:13]=2)[CH2:8]1. The yield is 0.630. The catalyst is ClCCCl.C(Cl)Cl. The reactants are [CH3:1][C@H:2]1[CH2:6][CH2:5][CH2:4][N:3]1[CH:7]1[CH2:11][CH2:10][C@H:9]([C:12]2[CH:17]=[CH:16][C:15]([NH2:18])=[CH:14][CH:13]=2)[CH2:8]1.[C:19]([N:22]1[CH2:27][CH2:26][CH:25]([C:28](Cl)=[O:29])[CH2:24][CH2:23]1)(=[O:21])[CH3:20].N1C=CC=CC=1.N.CO. (4) The reactants are [Cl:1][C:2]1[CH:10]=[C:9]2[C:5]([CH2:6][C:7](=[O:11])[NH:8]2)=[CH:4][CH:3]=1.[Br-:12].[Br-:13].[Br-].[NH+]1C=CC=CC=1.[NH+]1C=CC=CC=1.[NH+]1C=CC=CC=1. The catalyst is CC(O)(C)C.O. The product is [Br:12][C:6]1([Br:13])[C:5]2[C:9](=[CH:10][C:2]([Cl:1])=[CH:3][CH:4]=2)[NH:8][C:7]1=[O:11]. The yield is 1.00. (5) The reactants are [Br:1][C:2]1[CH:3]=[CH:4][C:5]([CH3:16])=[C:6]([C:8]2[CH:13]=[C:12](Cl)[N:11]=[C:10]([NH2:15])[N:9]=2)[CH:7]=1.[O:17]1[CH:21]=[C:20]([C:22]2[CH:27]=[CH:26][C:25]([NH2:28])=[CH:24][CH:23]=2)[N:19]=[CH:18]1. No catalyst specified. The product is [Br:1][C:2]1[CH:3]=[CH:4][C:5]([CH3:16])=[C:6]([C:8]2[N:9]=[C:10]([NH2:15])[N:11]=[C:12]([NH:28][C:25]3[CH:24]=[CH:23][C:22]([C:20]4[N:19]=[CH:18][O:17][CH:21]=4)=[CH:27][CH:26]=3)[CH:13]=2)[CH:7]=1. The yield is 0.610. (6) The reactants are [Br:1][C:2]1[CH:3]=[C:4]2[C:8](=[CH:9][CH:10]=1)[C:7](=[O:11])[CH2:6][CH2:5]2.[BH4-].[Na+]. The catalyst is C(O)C. The product is [Br:1][C:2]1[CH:3]=[C:4]2[C:8](=[CH:9][CH:10]=1)[CH:7]([OH:11])[CH2:6][CH2:5]2. The yield is 0.980.